Dataset: Reaction yield outcomes from USPTO patents with 853,638 reactions. Task: Predict the reaction yield, written as a fraction of the theoretical maximum amount of product (1.0 means a 100% yield; for example, 0.34 means a 34% yield). (1) The product is [F:1][C:2]1[C:3]([CH3:25])=[C:4]([C@@:8]2([C:21]([O:23][CH3:24])=[O:22])[CH2:12][CH2:11][C:10]([C:26]3[CH:31]=[CH:30][CH:29]=[CH:28][CH:27]=3)=[CH:9]2)[CH:5]=[CH:6][CH:7]=1. The reactants are [F:1][C:2]1[C:3]([CH3:25])=[C:4]([C@@:8]2([C:21]([O:23][CH3:24])=[O:22])[CH2:12][CH2:11][C:10](OS(C(F)(F)F)(=O)=O)=[CH:9]2)[CH:5]=[CH:6][CH:7]=1.[C:26]1(B(O)O)[CH:31]=[CH:30][CH:29]=[CH:28][CH:27]=1. No catalyst specified. The yield is 0.820. (2) The product is [CH:19]1([NH:22][C:5](=[O:7])[C:4]2[CH:8]=[C:9]([I:12])[C:10]([CH3:11])=[C:2]([F:1])[CH:3]=2)[CH2:21][CH2:20]1. The catalyst is C(Cl)Cl. The yield is 0.540. The reactants are [F:1][C:2]1[CH:3]=[C:4]([CH:8]=[C:9]([I:12])[C:10]=1[CH3:11])[C:5]([OH:7])=O.C(Cl)(=O)C(Cl)=O.[CH:19]1([NH2:22])[CH2:21][CH2:20]1.C(N(CC)CC)C. (3) The reactants are C[Si](C)(C)N[Si](C)(C)C.[Li].[Br-].C(CCCC[P+](C1C=CC=CC=1)(C1C=CC=CC=1)C1C=CC=CC=1)(O)=O.[C:38]([N:57]1[CH:61]=[C:60]([CH:62]=O)[N:59]=[CH:58]1)([C:51]1[CH:56]=[CH:55][CH:54]=[CH:53][CH:52]=1)([C:45]1[CH:50]=[CH:49][CH:48]=[CH:47][CH:46]=1)[C:39]1[CH:44]=[CH:43][CH:42]=[CH:41][CH:40]=1.[C:64]([OH:76])(=[O:75])[CH2:65][C:66]([CH2:71][C:72](O)=O)(C(O)=O)O. The catalyst is C1COCC1. The product is [C:38]([N:57]1[CH:61]=[C:60]([CH:62]=[CH:72][CH2:71][CH2:66][CH2:65][C:64]([OH:76])=[O:75])[N:59]=[CH:58]1)([C:45]1[CH:46]=[CH:47][CH:48]=[CH:49][CH:50]=1)([C:51]1[CH:56]=[CH:55][CH:54]=[CH:53][CH:52]=1)[C:39]1[CH:44]=[CH:43][CH:42]=[CH:41][CH:40]=1. The yield is 0.310. (4) The reactants are BrC1C=CC(C(O)C(O)=O)=CC=1.C(C1C=C(O)C(CCCCCCCC)=CC=1O)CCCCCCC.[Br:37][C:38]1[CH:43]=[CH:42][C:41]([CH:44]2[C:48](=[O:49])[O:47][C:46]3=[C:50]([CH2:73][CH2:74][CH2:75][CH2:76][CH2:77][CH2:78][CH2:79][CH3:80])[C:51]4[CH:55]([C:56]5[CH:61]=[CH:60][C:59]([Br:62])=[CH:58][CH:57]=5)[C:54](=[O:63])[O:53][C:52]=4[C:64]([CH2:65][CH2:66][CH2:67][CH2:68][CH2:69][CH2:70][CH2:71][CH3:72])=[C:45]23)=[CH:40][CH:39]=1.C1(Cl)C(=O)C(Cl)=C(Cl)C(=O)C=1Cl. The catalyst is ClC1C=CC=C(Cl)C=1Cl.C(O)(=O)C. The product is [Br:62][C:59]1[CH:58]=[CH:57][C:56]([C:55]2[C:54](=[O:63])[O:53][C:52]3=[C:64]([CH2:65][CH2:66][CH2:67][CH2:68][CH2:69][CH2:70][CH2:71][CH3:72])[C:45]4[C:46](=[C:50]([CH2:73][CH2:74][CH2:75][CH2:76][CH2:77][CH2:78][CH2:79][CH3:80])[C:51]=23)[O:47][C:48](=[O:49])[C:44]=4[C:41]2[CH:42]=[CH:43][C:38]([Br:37])=[CH:39][CH:40]=2)=[CH:61][CH:60]=1. The yield is 0.0900. (5) The reactants are [NH2:1][C:2]1[CH:7]=[CH:6][C:5]([C:8]([CH3:12])([CH3:11])[C:9]#[N:10])=[CH:4][CH:3]=1.[Cl:13][C:14]1[C:22]([O:23][CH3:24])=[C:21]([O:25][CH3:26])[CH:20]=[CH:19][C:15]=1[C:16](O)=[O:17].C1C=CC2N(O)N=NC=2C=1.C(Cl)CCl. The catalyst is C(Cl)Cl. The product is [Cl:13][C:14]1[C:22]([O:23][CH3:24])=[C:21]([O:25][CH3:26])[CH:20]=[CH:19][C:15]=1[C:16]([NH:1][C:2]1[CH:3]=[CH:4][C:5]([C:8]([C:9]#[N:10])([CH3:12])[CH3:11])=[CH:6][CH:7]=1)=[O:17]. The yield is 0.170. (6) The reactants are I.[NH2:2][C:3]1[C:4]([C:11]([NH:13][C:14](=[NH:17])SC)=[O:12])=[N:5][C:6]([Cl:10])=[C:7]([NH2:9])[N:8]=1.[NH2:18][CH2:19][CH2:20][CH2:21][CH2:22][C:23]1[CH:39]=[CH:38][C:26]([O:27][CH2:28][C:29]([N:31]([CH2:35][CH2:36][OH:37])[CH2:32][CH2:33][OH:34])=[O:30])=[CH:25][CH:24]=1.C(N(CC)CC)C. The catalyst is C(O)C. The product is [NH2:2][C:3]1[C:4]([C:11]([N:13]=[C:14]([NH2:17])[NH:18][CH2:19][CH2:20][CH2:21][CH2:22][C:23]2[CH:39]=[CH:38][C:26]([O:27][CH2:28][C:29]([N:31]([CH2:35][CH2:36][OH:37])[CH2:32][CH2:33][OH:34])=[O:30])=[CH:25][CH:24]=2)=[O:12])=[N:5][C:6]([Cl:10])=[C:7]([NH2:9])[N:8]=1. The yield is 0.640. (7) The reactants are [N+:1]([C:4]1[CH:8]=[CH:7][NH:6][N:5]=1)([O-:3])=[O:2].Br[C:10]1[CH:15]=[CH:14][C:13]([CH3:16])=[C:12]([CH3:17])[CH:11]=1.N1CCC[C@H]1C(O)=O.C(=O)([O-])[O-].[K+].[K+]. The catalyst is CS(C)=O.O.[Cu]I. The product is [CH3:17][C:12]1[CH:11]=[C:10]([N:6]2[CH:7]=[CH:8][C:4]([N+:1]([O-:3])=[O:2])=[N:5]2)[CH:15]=[CH:14][C:13]=1[CH3:16]. The yield is 0.0900. (8) The reactants are Br[CH2:2][C:3]([C:5]1[CH:10]=[CH:9][C:8]([Br:11])=[CH:7][CH:6]=1)=O.Cl.[CH:13]1([C:16](=[NH:18])[NH2:17])[CH2:15][CH2:14]1.C(=O)([O-])[O-].[K+].[K+]. The catalyst is CN(C)C=O. The product is [Br:11][C:8]1[CH:9]=[CH:10][C:5]([C:3]2[NH:18][C:16]([CH:13]3[CH2:15][CH2:14]3)=[N:17][CH:2]=2)=[CH:6][CH:7]=1. The yield is 0.500.